Task: Predict the reaction yield, written as a fraction of the theoretical maximum amount of product (1.0 means a 100% yield; for example, 0.34 means a 34% yield).. Dataset: Reaction yield outcomes from USPTO patents with 853,638 reactions The reactants are Br[C:2]1[CH:3]=[C:4]([CH:16]=[O:17])[S:5][C:6]=1[S:7]([C:10]1[CH:15]=[CH:14][CH:13]=[CH:12][CH:11]=1)(=[O:9])=[O:8].[F:18][C:19]1[CH:24]=[CH:23][CH:22]=[CH:21][C:20]=1B(O)O.C(=O)([O-])[O-].[Na+].[Na+].COCCOC. The catalyst is [Pd].C1(P(C2C=CC=CC=2)C2C=CC=CC=2)C=CC=CC=1.C1(P(C2C=CC=CC=2)C2C=CC=CC=2)C=CC=CC=1.C1(P(C2C=CC=CC=2)C2C=CC=CC=2)C=CC=CC=1.C1(P(C2C=CC=CC=2)C2C=CC=CC=2)C=CC=CC=1.O. The product is [F:18][C:19]1[CH:24]=[CH:23][CH:22]=[CH:21][C:20]=1[C:2]1[CH:3]=[C:4]([CH:16]=[O:17])[S:5][C:6]=1[S:7]([C:10]1[CH:15]=[CH:14][CH:13]=[CH:12][CH:11]=1)(=[O:9])=[O:8]. The yield is 0.930.